From a dataset of Catalyst prediction with 721,799 reactions and 888 catalyst types from USPTO. Predict which catalyst facilitates the given reaction. Reactant: [CH2:1]([O:8][CH2:9][C@@:10]12[N:20]([CH3:21])[C:19](=[O:22])[CH:14]([N:15]([CH3:18])[C:16]1=[O:17])[S:13][CH:12]([C:23]1[CH:28]=[CH:27][C:26]([O:29][CH3:30])=[CH:25][CH:24]=1)[S:11]2)[C:2]1[CH:7]=[CH:6][CH:5]=[CH:4][CH:3]=1.[Li+].C[Si]([N-][Si](C)(C)C)(C)C.[CH2:41]([C:51]1[CH:56]=[CH:55][C:54]([CH2:57]I)=[CH:53][CH:52]=1)[CH2:42][C:43]1[CH:48]=[CH:47][C:46]([CH2:49]I)=[CH:45][CH:44]=1. Product: [CH2:41]([C:51]1[CH:56]=[CH:55][C:54]([CH2:57][C:14]23[C:19](=[O:22])[N:20]([CH3:21])[C:10]([CH2:9][O:8][CH2:1][C:2]4[CH:7]=[CH:6][CH:5]=[CH:4][CH:3]=4)([C:16](=[O:17])[N:15]2[CH3:18])[S:11][CH:12]([C:23]2[CH:28]=[CH:27][C:26]([O:29][CH3:30])=[CH:25][CH:24]=2)[S:13]3)=[CH:53][CH:52]=1)[CH2:42][C:43]1[CH:48]=[CH:47][C:46]([CH2:49][C:14]23[C:19](=[O:22])[N:20]([CH3:21])[C:10]([CH2:9][O:8][CH2:1][C:2]4[CH:7]=[CH:6][CH:5]=[CH:4][CH:3]=4)([C:16](=[O:17])[N:15]2[CH3:18])[S:11][CH:12]([C:23]2[CH:24]=[CH:25][C:26]([O:29][CH3:30])=[CH:27][CH:28]=2)[S:13]3)=[CH:45][CH:44]=1. The catalyst class is: 1.